From a dataset of Catalyst prediction with 721,799 reactions and 888 catalyst types from USPTO. Predict which catalyst facilitates the given reaction. (1) Reactant: [N:1]([CH2:4][C@@H:5]1[O:9][C:8](=[O:10])[N:7]([C:11]2[CH:16]=[CH:15][C:14]([N:17]3[CH:21]=[C:20]([CH2:22]Cl)[CH:19]=[N:18]3)=[C:13]([F:24])[CH:12]=2)[CH2:6]1)=[N+:2]=[N-:3].C(=O)([O-])[O-].[K+].[K+].[I-].[K+].[NH:33]1[CH:37]=[CH:36][N:35]=[CH:34]1. Product: [N:1]([CH2:4][C@@H:5]1[O:9][C:8](=[O:10])[N:7]([C:11]2[CH:16]=[CH:15][C:14]([N:17]3[CH:21]=[C:20]([CH2:22][N:33]4[CH:37]=[CH:36][N:35]=[CH:34]4)[CH:19]=[N:18]3)=[C:13]([F:24])[CH:12]=2)[CH2:6]1)=[N+:2]=[N-:3]. The catalyst class is: 10. (2) Reactant: Br[C:2]1[CH:3]=[CH:4][C:5]([F:21])=[C:6]([CH:20]=1)[C:7]([NH:9][CH2:10][C:11]1[CH:16]=[CH:15][C:14]([Cl:17])=[C:13]([O:18][CH3:19])[CH:12]=1)=[O:8].[CH2:22](C([Sn])=C(CCCC)CCCC)[CH2:23]CC. Product: [Cl:17][C:14]1[CH:15]=[CH:16][C:11]([CH2:10][NH:9][C:7](=[O:8])[C:6]2[CH:20]=[C:2]([CH:22]=[CH2:23])[CH:3]=[CH:4][C:5]=2[F:21])=[CH:12][C:13]=1[O:18][CH3:19]. The catalyst class is: 109. (3) Reactant: [C:1]1([C@@H:7]([OH:11])[CH2:8][CH2:9][OH:10])[CH:6]=[CH:5][CH:4]=[CH:3][CH:2]=1.C(N(CC)CC)C.[CH3:19][C:20]1[CH:25]=[CH:24][C:23]([S:26](Cl)(=[O:28])=[O:27])=[CH:22][CH:21]=1. Product: [CH3:19][C:20]1[CH:25]=[CH:24][C:23]([S:26]([O:10][CH2:9][CH2:8][C@H:7]([OH:11])[C:1]2[CH:6]=[CH:5][CH:4]=[CH:3][CH:2]=2)(=[O:28])=[O:27])=[CH:22][CH:21]=1. The catalyst class is: 2. (4) Reactant: [C:1]([N:4]1[C:13]2[C:8](=[CH:9][C:10]([NH2:14])=[CH:11][CH:12]=2)[C:7]([C:16]2[CH:21]=[CH:20][CH:19]=[CH:18][CH:17]=2)([CH3:15])[CH2:6][C:5]1([CH3:23])[CH3:22])(=[O:3])[CH3:2].[Br:24][C:25]1[C:33]([CH3:34])=[CH:32][CH:31]=[CH:30][C:26]=1[C:27](O)=[O:28].CN(C(ON1N=NC2C=CC=NC1=2)=[N+](C)C)C.F[P-](F)(F)(F)(F)F.C(N(CC)C(C)C)(C)C. Product: [C:1]([N:4]1[C:13]2[C:8](=[CH:9][C:10]([NH:14][C:27](=[O:28])[C:26]3[CH:30]=[CH:31][CH:32]=[C:33]([CH3:34])[C:25]=3[Br:24])=[CH:11][CH:12]=2)[C:7]([C:16]2[CH:21]=[CH:20][CH:19]=[CH:18][CH:17]=2)([CH3:15])[CH2:6][C:5]1([CH3:23])[CH3:22])(=[O:3])[CH3:2]. The catalyst class is: 4. (5) Reactant: [F:1][C:2]1[C:3]([O:20]C)=[CH:4][C:5]2[CH2:6][CH2:7][C@H:8]3[C@H:16]4[C@@H:12]([C@@H:13]([OH:17])[CH2:14][CH2:15]4)[CH2:11][CH2:10][C@@H:9]3[C:18]=2[CH:19]=1.CC(C[AlH]CC(C)C)C.O.C(OCC)(=O)C. Product: [F:1][C:2]1[C:3]([OH:20])=[CH:4][C:5]2[CH2:6][CH2:7][C@H:8]3[C@H:16]4[C@@H:12]([CH:13]([OH:17])[CH2:14][CH2:15]4)[CH2:11][CH2:10][C@@H:9]3[C:18]=2[CH:19]=1. The catalyst class is: 11. (6) Reactant: [Cl:1][C:2]1[CH:7]=[CH:6][C:5]([Mg]Br)=[CH:4][C:3]=1[F:10].CON(C)[C:14]([C@H:16]1[CH2:20][CH2:19][CH2:18][N:17]1[C:21]([O:23][C:24]([CH3:27])([CH3:26])[CH3:25])=[O:22])=[O:15]. Product: [Cl:1][C:2]1[CH:7]=[CH:6][C:5]([C:14]([C@H:16]2[CH2:20][CH2:19][CH2:18][N:17]2[C:21]([O:23][C:24]([CH3:27])([CH3:26])[CH3:25])=[O:22])=[O:15])=[CH:4][C:3]=1[F:10]. The catalyst class is: 1. (7) Reactant: [Cl:1][C:2]1[CH:3]=[N:4][C:5]2[C:10]([N:11]=1)=[CH:9][C:8]([C:12]([C:14]1[C:15]([F:30])=[C:16]([NH:22]C(=O)OC(C)(C)C)[CH:17]=[C:18]([F:21])[C:19]=1[F:20])=[O:13])=[CH:7][CH:6]=2.C(O)(C(F)(F)F)=O. Product: [NH2:22][C:16]1[C:15]([F:30])=[C:14]([C:12]([C:8]2[CH:9]=[C:10]3[C:5](=[CH:6][CH:7]=2)[N:4]=[CH:3][C:2]([Cl:1])=[N:11]3)=[O:13])[C:19]([F:20])=[C:18]([F:21])[CH:17]=1. The catalyst class is: 2. (8) Reactant: [F:1][C:2]1[CH:10]=[C:9]2[C:5]([CH:6]=[N:7][NH:8]2)=[CH:4][CH:3]=1.[H-].[Na+].S(O[CH:24]1[CH2:29][CH2:28][N:27]([C:30]([O:32][C:33]([CH3:36])([CH3:35])[CH3:34])=[O:31])[CH2:26][CH2:25]1)(C1C=CC(C)=CC=1)(=O)=O. Product: [F:1][C:2]1[CH:10]=[C:9]2[C:5]([CH:6]=[N:7][N:8]2[CH:24]2[CH2:29][CH2:28][N:27]([C:30]([O:32][C:33]([CH3:36])([CH3:35])[CH3:34])=[O:31])[CH2:26][CH2:25]2)=[CH:4][CH:3]=1. The catalyst class is: 3.